Task: Predict the product of the given reaction.. Dataset: Forward reaction prediction with 1.9M reactions from USPTO patents (1976-2016) (1) Given the reactants N.C([O:5][C@H:6]1[CH2:10][CH2:9][N:8]([C:11]2[CH:16]=[CH:15][C:14]([C:17](=[O:26])[NH:18][C:19]3[CH:24]=[CH:23][CH:22]=[CH:21][C:20]=3[NH2:25])=[CH:13][CH:12]=2)[CH2:7]1)(=O)C, predict the reaction product. The product is: [NH2:25][C:20]1[CH:21]=[CH:22][CH:23]=[CH:24][C:19]=1[NH:18][C:17](=[O:26])[C:14]1[CH:15]=[CH:16][C:11]([N:8]2[CH2:9][CH2:10][C@H:6]([OH:5])[CH2:7]2)=[CH:12][CH:13]=1. (2) Given the reactants Cl.[CH3:2][O:3][C:4]([C:6]1[N:7]([C:20]2[CH:25]=[CH:24][CH:23]=[CH:22][CH:21]=2)[C:8]2[C:13]([C:14](=[O:18])[C:15]=1[CH2:16][NH2:17])=[CH:12][CH:11]=[C:10]([Cl:19])[CH:9]=2)=[O:5].[C:26](Cl)(=[O:33])[C:27]1[CH:32]=[CH:31][N:30]=[CH:29][CH:28]=1, predict the reaction product. The product is: [CH3:2][O:3][C:4]([C:6]1[N:7]([C:20]2[CH:25]=[CH:24][CH:23]=[CH:22][CH:21]=2)[C:8]2[C:13]([C:14](=[O:18])[C:15]=1[CH2:16][NH:17][C:26]([C:27]1[CH:32]=[CH:31][N:30]=[CH:29][CH:28]=1)=[O:33])=[CH:12][CH:11]=[C:10]([Cl:19])[CH:9]=2)=[O:5]. (3) Given the reactants [CH2:1]([C@H:3]1[C@H:20]([OH:21])[CH2:19][CH2:18][C@@:17]2([CH3:22])[CH:4]1[C@@H:5]([OH:24])[CH2:6][C@@H:7]1[C@@H:16]2[CH2:15][CH2:14][C@@:12]2([CH3:13])[C@H:8]1[CH2:9][CH2:10][C@@H:11]2[OH:23])[CH3:2].C1C(=O)N(Br)C(=O)C1.CCOC(C)=O.[O-]S([O-])=O.[Na+].[Na+], predict the reaction product. The product is: [CH2:1]([C@H:3]1[C:20](=[O:21])[CH2:19][CH2:18][C@@:17]2([CH3:22])[CH:4]1[C@@H:5]([OH:24])[CH2:6][C@@H:7]1[C@@H:16]2[CH2:15][CH2:14][C@@:12]2([CH3:13])[C@H:8]1[CH2:9][CH2:10][C:11]2=[O:23])[CH3:2]. (4) Given the reactants C([N:8](C(OC(C)(C)C)=O)[C:9]1[N:14]=[C:13](Br)[CH:12]=[CH:11][CH:10]=1)(OC(C)(C)C)=O.[N:23]1[NH:24][N:25]=[CH:26][CH:27]=1.[OH-].[K+], predict the reaction product. The product is: [N:23]1[N:24]([C:13]2[N:14]=[C:9]([NH2:8])[CH:10]=[CH:11][CH:12]=2)[N:25]=[CH:26][CH:27]=1.[N:23]1([C:13]2[N:14]=[C:9]([NH2:8])[CH:10]=[CH:11][CH:12]=2)[CH:27]=[CH:26][NH:25][NH:24]1. (5) The product is: [C:27]1([CH:30]([NH:34][C:35]([C:14]2[C:15]([NH:21][C:11]([NH:10][C:3]3[C:2]([CH3:1])=[CH:7][C:6]([CH3:8])=[CH:5][C:4]=3[CH3:9])=[O:12])=[CH:16][C:17]3[C:18](=[CH:57][CH:52]=[CH:53][CH:54]=3)[CH:19]=2)=[O:37])[C:31]([OH:33])=[O:32])[CH:26]=[CH:25][CH:24]=[CH:29][CH:28]=1. Given the reactants [CH3:1][C:2]1[CH:7]=[C:6]([CH3:8])[CH:5]=[C:4]([CH3:9])[C:3]=1[N:10]=[C:11]=[O:12].Cl[C:14]1[CH:19]=[CH:18][CH:17]=[C:16](C)[C:15]=1[N:21]=C=O.[CH:24]1[CH:29]=[CH:28][C:27]([C@@H:30]([NH:34][C:35]([O:37]CC2C3C(=CC=CC=3)C3C2=CC=CC=3)=O)[C:31]([OH:33])=[O:32])=[CH:26][CH:25]=1.[CH2:52]1[CH2:57][CH2:57][CH:52]([C@H:53](NC(OCC2C3C(=CC=CC=3)C3C2=CC=CC=3)=O)[C:54](O)=O)[CH2:54][CH2:53]1, predict the reaction product. (6) Given the reactants [CH2:1]([O:5][CH2:6][CH2:7][O:8][C:9]1[CH:14]=[CH:13][C:12]([C:15]2[CH:33]=[N:32][C:18]3[N:19]([CH2:29][CH2:30][CH3:31])[CH2:20][CH2:21][CH2:22][C:23]([C:25]([O:27]C)=[O:26])=[CH:24][C:17]=3[CH:16]=2)=[CH:11][CH:10]=1)[CH2:2][CH2:3][CH3:4].[OH-].[Na+].O.Cl, predict the reaction product. The product is: [CH2:1]([O:5][CH2:6][CH2:7][O:8][C:9]1[CH:10]=[CH:11][C:12]([C:15]2[CH:33]=[N:32][C:18]3[N:19]([CH2:29][CH2:30][CH3:31])[CH2:20][CH2:21][CH2:22][C:23]([C:25]([OH:27])=[O:26])=[CH:24][C:17]=3[CH:16]=2)=[CH:13][CH:14]=1)[CH2:2][CH2:3][CH3:4]. (7) Given the reactants [NH2:1][CH2:2][C:3]1[C:12](=[O:13])[C:11]2[C:6](=[CH:7][C:8]([Cl:14])=[CH:9][CH:10]=2)[N:5]([C:15]2[CH:20]=[CH:19][CH:18]=[CH:17][CH:16]=2)[CH:4]=1.[F:21][C:22]1[C:30]([F:31])=[CH:29][CH:28]=[CH:27][C:23]=1[C:24](Cl)=[O:25], predict the reaction product. The product is: [Cl:14][C:8]1[CH:7]=[C:6]2[C:11]([C:12](=[O:13])[C:3]([CH2:2][NH:1][C:24](=[O:25])[C:23]3[CH:27]=[CH:28][CH:29]=[C:30]([F:31])[C:22]=3[F:21])=[CH:4][N:5]2[C:15]2[CH:16]=[CH:17][CH:18]=[CH:19][CH:20]=2)=[CH:10][CH:9]=1.